From a dataset of Full USPTO retrosynthesis dataset with 1.9M reactions from patents (1976-2016). Predict the reactants needed to synthesize the given product. (1) Given the product [CH2:1]([N:3]1[CH2:8][CH2:7][CH:6]([N:21]2[CH2:20][CH2:19][CH:18]([NH:17][C:10](=[O:11])[O:12][C:13]([CH3:15])([CH3:14])[CH3:16])[CH2:23][CH2:22]2)[CH2:5][CH2:4]1)[CH3:2], predict the reactants needed to synthesize it. The reactants are: [CH2:1]([N:3]1[CH2:8][CH2:7][C:6](=O)[CH2:5][CH2:4]1)[CH3:2].[C:10]([NH:17][CH:18]1[CH2:23][CH2:22][NH:21][CH2:20][CH2:19]1)([O:12][C:13]([CH3:16])([CH3:15])[CH3:14])=[O:11].C(O[BH-](OC(=O)C)OC(=O)C)(=O)C.[Na+].O. (2) Given the product [CH3:21][O:20][C:15]1[CH:16]=[CH:17][C:18]([O:12][C:9]2[CH:10]=[CH:11][C:6]([C:2]3[S:1][CH:5]=[CH:4][N:3]=3)=[CH:7][CH:8]=2)=[CH:19][CH:14]=1, predict the reactants needed to synthesize it. The reactants are: [S:1]1[CH:5]=[CH:4][N:3]=[C:2]1[C:6]1[CH:11]=[CH:10][C:9]([OH:12])=[CH:8][CH:7]=1.I[C:14]1[CH:19]=[CH:18][CH:17]=[CH:16][C:15]=1[O:20][CH3:21].Cl.CN(C)CC(O)=O. (3) Given the product [C:47]([O:51][C:52](=[O:59])[C:53]([CH3:58])([CH3:57])[C:54]([O:56][CH2:35][O:34][C:32]1[N:31]([C:37]2[N:42]=[CH:41][CH:40]=[CH:39][N:38]=2)[N:30]=[C:29]([C@H:15]([NH:14][C:11]2[CH:12]=[CH:13][C:8]([C:7]([NH2:43])=[N:6][C:5]([O:4][CH2:3][C:2]([CH3:46])([CH3:45])[CH3:1])=[O:44])=[CH:9][CH:10]=2)[C:16]2[CH:21]=[C:20]([O:22][CH3:23])[CH:19]=[C:18]([O:24][CH2:25][CH2:26][OH:27])[C:17]=2[F:28])[N:33]=1)=[O:55])([CH3:50])([CH3:48])[CH3:49], predict the reactants needed to synthesize it. The reactants are: [CH3:1][C:2]([CH3:46])([CH3:45])[CH2:3][O:4][C:5](=[O:44])[N:6]=[C:7]([NH2:43])[C:8]1[CH:13]=[CH:12][C:11]([NH:14][CH:15]([C:29]2[N:33]=[C:32]([O:34][CH2:35]Cl)[N:31]([C:37]3[N:42]=[CH:41][CH:40]=[CH:39][N:38]=3)[N:30]=2)[C:16]2[CH:21]=[C:20]([O:22][CH3:23])[CH:19]=[C:18]([O:24][CH2:25][CH2:26][OH:27])[C:17]=2[F:28])=[CH:10][CH:9]=1.[C:47]([O:51][C:52](=[O:59])[C:53]([CH3:58])([CH3:57])[C:54]([OH:56])=[O:55])([CH3:50])([CH3:49])[CH3:48].[I-].[Na+].C(=O)([O-])O.[K+].[Cl-].[Na+]. (4) Given the product [CH2:1]([C:5]1[N:10]2[N:11]=[C:12]([CH3:14])[N:13]=[C:9]2[N:8]([C@H:15]2[CH2:20][CH2:19][C@H:18]([O:21][CH:49]([CH3:50])[C:48]([OH:40])([CH3:54])[CH3:53])[CH2:17][CH2:16]2)[C:7](=[O:22])[C:6]=1[CH2:23][C:24]1[CH:25]=[CH:26][C:27]([C:30]2[C:31]([C:36]#[N:37])=[CH:32][CH:33]=[CH:34][CH:35]=2)=[CH:28][CH:29]=1)[CH2:2][CH2:3][CH3:4], predict the reactants needed to synthesize it. The reactants are: [CH2:1]([C:5]1[N:10]2[N:11]=[C:12]([CH3:14])[N:13]=[C:9]2[N:8]([C@H:15]2[CH2:20][CH2:19][C@H:18]([OH:21])[CH2:17][CH2:16]2)[C:7](=[O:22])[C:6]=1[CH2:23][C:24]1[CH:29]=[CH:28][C:27]([C:30]2[C:31]([C:36]#[N:37])=[CH:32][CH:33]=[CH:34][CH:35]=2)=[CH:26][CH:25]=1)[CH2:2][CH2:3][CH3:4].C([O:40]C(=O)C(C)C[N+]#N)C.[C:48]1([CH3:54])[CH:53]=CC=[CH:50][CH:49]=1. (5) Given the product [CH3:1][O:55][C:54]([C@@H:43]1[C@H:44]([C:47]2[CH:52]=[CH:51][CH:50]=[CH:49][C:48]=2[CH3:53])[CH2:45][CH2:46][N:41]([C:39]([O:38][C:34]([CH3:37])([CH3:35])[CH3:36])=[O:40])[CH2:42]1)=[O:56], predict the reactants needed to synthesize it. The reactants are: [C:1]1(P(C2C=CC=CC=2)C2C=CC=CC=2)C=CC=CC=1.N(C(OCC)=O)=NC(OCC)=O.CO.[C:34]([O:38][C:39]([N:41]1[CH2:46][CH2:45][C@@H:44]([C:47]2[CH:52]=[CH:51][CH:50]=[CH:49][C:48]=2[CH3:53])[C@@H:43]([C:54]([OH:56])=[O:55])[CH2:42]1)=[O:40])([CH3:37])([CH3:36])[CH3:35]. (6) Given the product [NH2:15][C:12]1[CH:13]=[CH:14][C:9]([O:8][C:6]2[CH:5]=[CH:4][N:3]=[C:2]([C:43]([NH2:45])=[O:44])[CH:7]=2)=[C:10]([F:29])[CH:11]=1, predict the reactants needed to synthesize it. The reactants are: Cl[C:2]1[CH:7]=[C:6]([O:8][C:9]2[CH:14]=[CH:13][C:12]([NH:15]C(=O)CC(NC3C=CC(F)=CC=3)=O)=[CH:11][C:10]=2[F:29])[CH:5]=[CH:4][N:3]=1.CC(C)([O-])C.[K+].ClC1C=CN=C([C:43]([NH2:45])=[O:44])C=1.